From a dataset of Catalyst prediction with 721,799 reactions and 888 catalyst types from USPTO. Predict which catalyst facilitates the given reaction. (1) The catalyst class is: 7. Product: [Br:1][C:2]1[CH:3]=[N:4][C:5]([CH2:8][O:9][CH3:12])=[N:6][CH:7]=1. Reactant: [Br:1][C:2]1[CH:3]=[N:4][C:5]([CH2:8][OH:9])=[N:6][CH:7]=1.[H-].[Na+].[CH3:12]I. (2) Reactant: [CH3:1][C:2]1[C:3]([C:7]([OH:9])=O)=[N:4][NH:5][CH:6]=1.C1C=CC2N(O)N=NC=2C=1.C[CH2:21][N:22]=[C:23]=NCCCN(C)C.CCN(C(C)C)C(C)C.CNC. Product: [CH3:21][N:22]([CH3:23])[C:7]([C:3]1[C:2]([CH3:1])=[CH:6][NH:5][N:4]=1)=[O:9]. The catalyst class is: 3.